This data is from Reaction yield outcomes from USPTO patents with 853,638 reactions. The task is: Predict the reaction yield, written as a fraction of the theoretical maximum amount of product (1.0 means a 100% yield; for example, 0.34 means a 34% yield). (1) The reactants are C(N(C(C)C)CC)(C)C.Cl[C:11]1[N:16]=[CH:15][C:14]([C:17]([O:19][CH3:20])=[O:18])=[CH:13][N:12]=1.Cl.[CH3:22][O:23][C@@H:24]1[CH2:28][CH2:27][NH:26][CH2:25]1. The catalyst is C(#N)C.C(OCC)(=O)C.O.C(=O)([O-])[O-].[Na+].[Na+]. The product is [CH3:22][O:23][C@@H:24]1[CH2:28][CH2:27][N:26]([C:11]2[N:16]=[CH:15][C:14]([C:17]([O:19][CH3:20])=[O:18])=[CH:13][N:12]=2)[CH2:25]1. The yield is 0.950. (2) The reactants are [C:1]([O:5][C:6]([N:8]1[CH2:11][CH:10]([O:12][C:13]2[CH:14]=[C:15]([C:20]3[CH:25]=[CH:24][CH:23]=[CH:22][C:21]=3[C:26]([F:29])([F:28])[F:27])[CH:16]=[CH:17][C:18]=2O)[CH2:9]1)=[O:7])([CH3:4])([CH3:3])[CH3:2].C1C=CC2N([OH:39])N=NC=2C=1.[CH3:40][CH2:41][N:42]([CH2:45][CH3:46])[CH2:43]C.N(CC)CC.CCN=C=NCCCN(C)C.Cl.C([O-])(O)=O.[Na+]. The catalyst is C(Cl)Cl.CCOC(C)=O. The product is [C:1]([O:5][C:6]([N:8]1[CH2:9][CH:10]([O:12][C:13]2[CH:14]=[C:15]([C:20]3[CH:25]=[CH:24][CH:23]=[CH:22][C:21]=3[C:26]([F:27])([F:29])[F:28])[CH:16]=[CH:17][C:18]=2[C:43](=[O:39])[N:42]([CH2:45][CH3:46])[CH2:41][CH3:40])[CH2:11]1)=[O:7])([CH3:4])([CH3:3])[CH3:2]. The yield is 0.800. (3) The reactants are [OH:1][C:2]1[CH:7]=[CH:6][C:5]([C:8](=O)/[CH:9]=[CH:10]/[C:11]2[CH:12]=[C:13]([CH:17]=[CH:18][CH:19]=2)[C:14]([OH:16])=[O:15])=[CH:4][C:3]=1[CH3:21].[NH2:22][C:23]([NH2:25])=[O:24]. The catalyst is Cl.O1CCOCC1. The product is [OH:1][C:2]1[CH:7]=[CH:6][C:5]([C:8]2[CH:9]=[C:10]([C:11]3[CH:12]=[C:13]([CH:17]=[CH:18][CH:19]=3)[C:14]([OH:16])=[O:15])[NH:22][C:23](=[O:24])[N:25]=2)=[CH:4][C:3]=1[CH3:21]. The yield is 0.480. (4) The reactants are [F:1][C:2]1[CH:7]=[CH:6][C:5]([NH:8][C:9]([C:11]2([C:14]([NH:16][C:17]3[CH:22]=[CH:21][C:20]([O:23][C:24]4[C:33]5[C:28](=[CH:29][C:30]([OH:36])=[C:31]([O:34][CH3:35])[CH:32]=5)[N:27]=[CH:26][N:25]=4)=[C:19]([F:37])[CH:18]=3)=[O:15])[CH2:13][CH2:12]2)=[O:10])=[CH:4][CH:3]=1.[C:38]([O:42][C:43]([N:45]1[CH2:50][CH2:49][CH:48]([CH2:51]OS(C)(=O)=O)[CH2:47][CH2:46]1)=[O:44])([CH3:41])([CH3:40])[CH3:39].C([O-])([O-])=O.[K+].[K+]. The catalyst is CN(C=O)C.CCOC(C)=O. The product is [C:38]([O:42][C:43]([N:45]1[CH2:50][CH2:49][CH:48]([CH2:51][O:36][C:30]2[CH:29]=[C:28]3[C:33]([C:24]([O:23][C:20]4[CH:21]=[CH:22][C:17]([NH:16][C:14]([C:11]5([C:9](=[O:10])[NH:8][C:5]6[CH:4]=[CH:3][C:2]([F:1])=[CH:7][CH:6]=6)[CH2:13][CH2:12]5)=[O:15])=[CH:18][C:19]=4[F:37])=[N:25][CH:26]=[N:27]3)=[CH:32][C:31]=2[O:34][CH3:35])[CH2:47][CH2:46]1)=[O:44])([CH3:41])([CH3:39])[CH3:40]. The yield is 0.600. (5) The reactants are [CH:1]1([O:6][C:7]2[CH:12]=[CH:11][C:10]([F:13])=[CH:9][C:8]=2[CH2:14][CH2:15][C:16]([OH:18])=O)[CH2:5][CH2:4][CH2:3][CH2:2]1.[CH:19]([NH:22][NH:23][C:24](=[O:31])[C:25]1[CH:30]=[CH:29][CH:28]=[CH:27][CH:26]=1)([CH3:21])[CH3:20].C(N(C(C)C)CC)(C)C.C1CN([P+](Br)(N2CCCC2)N2CCCC2)CC1.F[P-](F)(F)(F)(F)F. The catalyst is CN(C=O)C. The product is [CH:1]1([O:6][C:7]2[CH:12]=[CH:11][C:10]([F:13])=[CH:9][C:8]=2[CH2:14][CH2:15][C:16]([N:22]([CH:19]([CH3:21])[CH3:20])[NH:23][C:24](=[O:31])[C:25]2[CH:30]=[CH:29][CH:28]=[CH:27][CH:26]=2)=[O:18])[CH2:2][CH2:3][CH2:4][CH2:5]1. The yield is 0.300. (6) The reactants are [Br:1][C:2]1[C:3]([OH:17])=[C:4]2[C:9](=[CH:10][CH:11]=1)[NH:8][C:7](=[O:12])[CH:6]=[C:5]2[C:13]([F:16])([F:15])[F:14].[F-].[Cs+].[CH2:20](Br)[C:21]1[CH:26]=[CH:25][CH:24]=[CH:23][CH:22]=1.OS([O-])(=O)=O.[Na+]. The catalyst is CN(C=O)C. The product is [CH2:20]([O:17][C:3]1[C:2]([Br:1])=[CH:11][CH:10]=[C:9]2[C:4]=1[C:5]([C:13]([F:16])([F:15])[F:14])=[CH:6][C:7](=[O:12])[NH:8]2)[C:21]1[CH:26]=[CH:25][CH:24]=[CH:23][CH:22]=1. The yield is 0.600. (7) The reactants are [Br:1][C:2]1[CH:3]=[C:4]2[C@:15]3([N:20]=[C:19]([NH2:21])[CH2:18][O:17][CH2:16]3)[C:14]3[CH:13]=[C:12](Cl)[N:11]=[CH:10][C:9]=3[O:8][C:5]2=[CH:6][CH:7]=1.[CH3:23][O-:24].[Na+]. The catalyst is CS(C)=O. The product is [Br:1][C:2]1[CH:3]=[C:4]2[C@:15]3([N:20]=[C:19]([NH2:21])[CH2:18][O:17][CH2:16]3)[C:14]3[CH:13]=[C:12]([O:24][CH3:23])[N:11]=[CH:10][C:9]=3[O:8][C:5]2=[CH:6][CH:7]=1. The yield is 0.618.